From a dataset of Catalyst prediction with 721,799 reactions and 888 catalyst types from USPTO. Predict which catalyst facilitates the given reaction. Reactant: [CH3:1][C:2]([CH3:5])([O-])[CH3:3].[Na+].[Br:7][C:8]1[N:12]=[C:11]([Br:13])[NH:10][N:9]=1.BrCC(C)C.O. Product: [Br:7][C:8]1[N:12]=[C:11]([Br:13])[N:10]([CH2:1][CH:2]([CH3:5])[CH3:3])[N:9]=1. The catalyst class is: 3.